From a dataset of Reaction yield outcomes from USPTO patents with 853,638 reactions. Predict the reaction yield, written as a fraction of the theoretical maximum amount of product (1.0 means a 100% yield; for example, 0.34 means a 34% yield). (1) The yield is 0.850. The product is [CH3:9][O:8][C:7]1([O:10][CH3:11])[CH2:6][CH2:5][N:4]([C:18](=[O:19])[C:15]2[CH:16]=[CH:17][C:12]([CH3:21])=[CH:13][CH:14]=2)[CH2:3][CH:2]1[F:1]. The catalyst is O1CCCC1.CCCCCCC. The reactants are [F:1][CH:2]1[C:7]([O:10][CH3:11])([O:8][CH3:9])[CH2:6][CH2:5][NH:4][CH2:3]1.[C:12]1([CH3:21])[CH:17]=[CH:16][C:15]([C:18](Cl)=[O:19])=[CH:14][CH:13]=1.C(N(CC)CC)C.C(OCC)(=O)C. (2) The reactants are [CH3:1][O:2][CH2:3][CH2:4][O:5][CH2:6][C:7]([C:10]1[CH:15]=[CH:14][C:13]([NH2:16])=[CH:12][CH:11]=1)([CH3:9])[CH3:8].[N+:17]([O-])([O-:19])=[O:18].[K+]. The catalyst is OS(O)(=O)=O. The product is [CH3:1][O:2][CH2:3][CH2:4][O:5][CH2:6][C:7]([C:10]1[CH:15]=[CH:14][C:13]([NH2:16])=[CH:12][C:11]=1[N+:17]([O-:19])=[O:18])([CH3:9])[CH3:8]. The yield is 0.710.